This data is from Forward reaction prediction with 1.9M reactions from USPTO patents (1976-2016). The task is: Predict the product of the given reaction. Given the reactants Cl[C:2]1[CH:7]=[CH:6][N:5]=[C:4]2[CH:8]=[C:9]([C:11]([N:13]3[CH2:17][CH2:16][C@@H:15]([O:18][CH3:19])[CH2:14]3)=[O:12])[S:10][C:3]=12.[CH3:20][NH:21][C:22]([C:24]1[C:25]2[CH:34]=[CH:33][C:32]([OH:35])=[CH:31][C:26]=2[O:27][C:28]=1[CH2:29][CH3:30])=[O:23].C([O-])([O-])=O.[Cs+].[Cs+], predict the reaction product. The product is: [CH3:20][NH:21][C:22]([C:24]1[C:25]2[CH:34]=[CH:33][C:32]([O:35][C:2]3[CH:7]=[CH:6][N:5]=[C:4]4[CH:8]=[C:9]([C:11]([N:13]5[CH2:17][CH2:16][CH:15]([O:18][CH3:19])[CH2:14]5)=[O:12])[S:10][C:3]=34)=[CH:31][C:26]=2[O:27][C:28]=1[CH2:29][CH3:30])=[O:23].